From a dataset of Reaction yield outcomes from USPTO patents with 853,638 reactions. Predict the reaction yield, written as a fraction of the theoretical maximum amount of product (1.0 means a 100% yield; for example, 0.34 means a 34% yield). The reactants are [C:1]([C:5]1[CH:23]=[CH:22][C:8]([C:9]([NH:11][C:12]2[N:13]=[C:14]3[CH:19]=[CH:18][C:17](Cl)=[N:16][N:15]3[CH:21]=2)=[O:10])=[CH:7][CH:6]=1)([CH3:4])([CH3:3])[CH3:2].[Cl:24][C:25]1[N:26]=[CH:27][NH:28][C:29]=1[Cl:30].C(=O)([O-])[O-].[K+].[K+]. No catalyst specified. The product is [C:1]([C:5]1[CH:23]=[CH:22][C:8]([C:9]([NH:11][C:12]2[N:13]=[C:14]3[CH:19]=[CH:18][C:17]([N:26]4[C:25]([Cl:24])=[C:29]([Cl:30])[N:28]=[CH:27]4)=[N:16][N:15]3[CH:21]=2)=[O:10])=[CH:7][CH:6]=1)([CH3:4])([CH3:2])[CH3:3]. The yield is 0.200.